From a dataset of Full USPTO retrosynthesis dataset with 1.9M reactions from patents (1976-2016). Predict the reactants needed to synthesize the given product. (1) Given the product [O:21]1[CH2:22][CH2:23][CH2:24][CH2:25][CH:20]1[O:19][CH2:18][CH2:17][O:16][CH:27]1[CH2:32][CH2:31][N:30]([C:33]([O:35][CH2:36][C:37]2[CH:38]=[CH:39][CH:40]=[CH:41][CH:42]=2)=[O:34])[CH2:29][CH2:28]1, predict the reactants needed to synthesize it. The reactants are: CN(C)C=O.CC1C=CC(S([O:16][CH2:17][CH2:18][O:19][CH:20]2[CH2:25][CH2:24][CH2:23][CH2:22][O:21]2)(=O)=O)=CC=1.O[CH:27]1[CH2:32][CH2:31][N:30]([C:33]([O:35][CH2:36][C:37]2[CH:42]=[CH:41][CH:40]=[CH:39][CH:38]=2)=[O:34])[CH2:29][CH2:28]1.[H-].[Na+]. (2) Given the product [CH3:38][S:35]([C:32]1[CH:31]=[CH:30][C:29]([C:21]([C:11]2[NH:10][C:14]3=[N:15][CH:16]=[C:17]([O:19][CH3:20])[CH:18]=[C:13]3[CH:12]=2)=[CH:22][CH:23]2[CH2:28][CH2:27][O:26][CH2:25][CH2:24]2)=[CH:34][CH:33]=1)(=[O:36])=[O:37], predict the reactants needed to synthesize it. The reactants are: C1(S([N:10]2[C:14]3=[N:15][CH:16]=[C:17]([O:19][CH3:20])[CH:18]=[C:13]3[CH:12]=[C:11]2[C:21]([C:29]2[CH:34]=[CH:33][C:32]([S:35]([CH3:38])(=[O:37])=[O:36])=[CH:31][CH:30]=2)=[CH:22][CH:23]2[CH2:28][CH2:27][O:26][CH2:25][CH2:24]2)(=O)=O)C=CC=CC=1.[F-].C([N+](CCCC)(CCCC)CCCC)CCC. (3) Given the product [Cl:21][C:22]1[CH:27]=[CH:26][CH:25]=[C:24]([CH3:16])[C:23]=1[S:29]([N:8]1[C:9]2[C:5](=[C:4]([CH2:12][N:13]([CH3:14])[CH3:15])[C:3]([O:2][CH3:1])=[CH:11][CH:10]=2)[CH:6]=[CH:7]1)(=[O:30])=[O:31], predict the reactants needed to synthesize it. The reactants are: [CH3:1][O:2][C:3]1[C:4]([CH2:12][N:13]([CH3:15])[CH3:14])=[C:5]2[C:9](=[CH:10][CH:11]=1)[NH:8][CH:7]=[CH:6]2.[CH3:16]N(C=O)C.[Cl:21][C:22]1[CH:27]=[CH:26][C:25](C)=[CH:24][C:23]=1[S:29](Cl)(=[O:31])=[O:30]. (4) Given the product [C:19]([C:23]1[CH:28]=[CH:27][C:26]([S:29]([NH:1][C:2]2[CH:10]=[CH:9][C:8]([Cl:11])=[CH:7][C:3]=2[C:4]([OH:6])=[O:5])(=[O:31])=[O:30])=[CH:25][CH:24]=1)([CH3:22])([CH3:20])[CH3:21], predict the reactants needed to synthesize it. The reactants are: [NH2:1][C:2]1[CH:10]=[CH:9][C:8]([Cl:11])=[CH:7][C:3]=1[C:4]([OH:6])=[O:5].P([O-])([O-])(O)=O.[Na+].[Na+].[C:19]([C:23]1[CH:28]=[CH:27][C:26]([S:29](Cl)(=[O:31])=[O:30])=[CH:25][CH:24]=1)([CH3:22])([CH3:21])[CH3:20].NC1C=CC=CC=1. (5) Given the product [CH2:18]([O:17][C:12]1[CH:13]=[CH:14][CH:15]=[C:16]2[C:11]=1[CH:10]=[CH:9][C:8](=[O:25])[N:7]2[CH2:6][CH:2]=[O:1])[C:19]1[CH:20]=[CH:21][CH:22]=[CH:23][CH:24]=1, predict the reactants needed to synthesize it. The reactants are: [O:1]1CCO[CH:2]1[CH2:6][N:7]1[C:16]2[C:11](=[C:12]([O:17][CH2:18][C:19]3[CH:24]=[CH:23][CH:22]=[CH:21][CH:20]=3)[CH:13]=[CH:14][CH:15]=2)[CH:10]=[CH:9][C:8]1=[O:25]. (6) Given the product [CH2:33]([O:32][C:26]1[CH:27]=[CH:28][C:23]([C:19]2[C:18]3[N:17]([N:16]=[C:15]([NH:14][CH:11]4[CH2:10][CH2:9][N:8]([C:6]5[CH:5]=[CH:4][N:3]=[CH:2][CH:7]=5)[CH2:13][CH2:12]4)[N:31]=3)[CH:22]=[CH:21][CH:20]=2)=[CH:24][C:25]=1[F:30])[CH3:34], predict the reactants needed to synthesize it. The reactants are: Cl[C:2]1[CH:7]=[C:6]([N:8]2[CH2:13][CH2:12][CH:11]([NH:14][C:15]3[N:31]=[C:18]4[C:19]([C:23]5[CH:28]=[CH:27][C:26](F)=[C:25]([F:30])[CH:24]=5)=[CH:20][CH:21]=[CH:22][N:17]4[N:16]=3)[CH2:10][CH2:9]2)[CH:5]=[CH:4][N:3]=1.[O-:32][CH2:33][CH3:34].[Na+]. (7) Given the product [N:19]1[CH:24]=[CH:23][C:22]([NH:25][C:2]([NH:1][C:4]2[CH:9]=[CH:8][C:7]([B:10]3[O:14][C:13]([CH3:16])([CH3:15])[C:12]([CH3:18])([CH3:17])[O:11]3)=[CH:6][CH:5]=2)=[O:3])=[CH:21][CH:20]=1, predict the reactants needed to synthesize it. The reactants are: [N:1]([C:4]1[CH:9]=[CH:8][C:7]([B:10]2[O:14][C:13]([CH3:16])([CH3:15])[C:12]([CH3:18])([CH3:17])[O:11]2)=[CH:6][CH:5]=1)=[C:2]=[O:3].[N:19]1[CH:24]=[CH:23][C:22]([NH2:25])=[CH:21][CH:20]=1.C(N(CC)CC)C. (8) Given the product [CH3:8][C:9]1[CH:10]=[C:11]([CH3:12])[N:6]2[N:5]=[C:4]([OH:7])[N:3]=[C:2]2[N:1]=1, predict the reactants needed to synthesize it. The reactants are: [NH2:1][C:2]1[NH:3][C:4](=[O:7])[NH:5][N:6]=1.[CH3:8][C:9](=O)[CH2:10][C:11](=O)[CH3:12]. (9) Given the product [C:8]1([C:2]2[CH:7]=[CH:6][CH:5]=[CH:4][N:3]=2)[CH2:13][CH2:12][CH2:11][CH2:10][CH:9]=1, predict the reactants needed to synthesize it. The reactants are: Br[C:2]1[CH:7]=[CH:6][CH:5]=[CH:4][N:3]=1.[C:8]1(B(O)O)[CH2:13][CH2:12][CH2:11][CH2:10][CH:9]=1.C([O-])([O-])=O.[Na+].[Na+].